This data is from Reaction yield outcomes from USPTO patents with 853,638 reactions. The task is: Predict the reaction yield, written as a fraction of the theoretical maximum amount of product (1.0 means a 100% yield; for example, 0.34 means a 34% yield). The reactants are [Br:1][C:2]1[CH:3]=[C:4]2[N:10]=[CH:9][N:8]([CH2:11][C:12]3[CH:23]=[CH:22][C:15]4[N:16]=[C:17](S(C)=O)[O:18][C:14]=4[CH:13]=3)[C:5]2=[N:6][CH:7]=1.[NH2:24][C@@H:25]1[CH2:30][CH2:29][CH2:28][CH2:27][C@H:26]1[OH:31].CCN(C(C)C)C(C)C. The catalyst is CC(N(C)C)=O. The product is [Br:1][C:2]1[CH:3]=[C:4]2[N:10]=[CH:9][N:8]([CH2:11][C:12]3[CH:23]=[CH:22][C:15]4[N:16]=[C:17]([NH:24][C@@H:25]5[CH2:30][CH2:29][CH2:28][CH2:27][C@H:26]5[OH:31])[O:18][C:14]=4[CH:13]=3)[C:5]2=[N:6][CH:7]=1. The yield is 0.380.